Dataset: Reaction yield outcomes from USPTO patents with 853,638 reactions. Task: Predict the reaction yield, written as a fraction of the theoretical maximum amount of product (1.0 means a 100% yield; for example, 0.34 means a 34% yield). (1) The reactants are C(OC([N:11]1[C@@H:16]([CH3:17])[C:15](=[O:18])[N:14]2[C@@H:19]([CH2:22][CH2:23][CH2:24][N:25]3[CH2:32][CH2:31][C:28]4([CH2:30][CH2:29]4)[C@H:27]([OH:33])[CH2:26]3)[CH2:20][O:21][C:13]2([CH3:34])[CH2:12]1)=O)C1C=CC=CC=1. The catalyst is CO.[Pd]. The product is [OH:33][C@@H:27]1[CH2:26][N:25]([CH2:24][CH2:23][CH2:22][C@@H:19]2[N:14]3[C:15](=[O:18])[C@H:16]([CH3:17])[NH:11][CH2:12][C:13]3([CH3:34])[O:21][CH2:20]2)[CH2:32][CH2:31][C:28]21[CH2:30][CH2:29]2. The yield is 0.990. (2) The reactants are [OH-].[Na+].[C:3]([CH:6]1[CH2:11][CH2:10][C:9]([CH2:12][O:13]C(=O)C2C=C([N+]([O-])=O)C=C([N+]([O-])=O)C=2)=[CH:8][CH2:7]1)([CH3:5])=[CH2:4]. The catalyst is CO. The product is [CH3:5][C:3]([C@@H:6]1[CH2:7][CH:8]=[C:9]([CH2:12][OH:13])[CH2:10][CH2:11]1)=[CH2:4]. The yield is 0.950. (3) The reactants are [N:1]12[CH2:9][CH2:8][CH:5]([CH2:6][CH2:7]1)[NH:4][C:3](=O)[CH2:2]2.O1CCOCC1. The catalyst is O. The product is [N:1]12[CH2:9][CH2:8][CH:5]([CH2:6][CH2:7]1)[NH:4][CH2:3][CH2:2]2. The yield is 0.780. (4) The reactants are Cl[C:2]1[CH:7]=[CH:6][C:5]([N+:8]([O-:10])=[O:9])=[CH:4][N:3]=1.[C:11]([C:13]([C:16]1[CH:17]=[C:18]([CH:30]=[CH:31][CH:32]=1)[C:19]([NH:21][C:22]1[CH:27]=[C:26]([OH:28])[CH:25]=[CH:24][C:23]=1[CH3:29])=[O:20])([CH3:15])[CH3:14])#[N:12].C(=O)([O-])[O-].[K+].[K+]. The catalyst is CN(C)C=O. The product is [C:11]([C:13]([C:16]1[CH:17]=[C:18]([CH:30]=[CH:31][CH:32]=1)[C:19]([NH:21][C:22]1[CH:27]=[C:26]([O:28][C:2]2[CH:7]=[CH:6][C:5]([N+:8]([O-:10])=[O:9])=[CH:4][N:3]=2)[CH:25]=[CH:24][C:23]=1[CH3:29])=[O:20])([CH3:15])[CH3:14])#[N:12]. The yield is 0.760. (5) The reactants are [CH3:1][CH:2]1[CH2:8][CH2:7][CH2:6][CH:5]([CH3:9])[O:4][C:3]1=[O:10].I.NC(N)=[S:14].[OH-].[Na+]. The catalyst is O. The product is [SH:14][CH:5]([CH3:9])[CH2:6][CH2:7][CH2:8][CH:2]([CH3:1])[C:3]([OH:4])=[O:10]. The yield is 0.920. (6) The catalyst is C1(C)C=CC=CC=1.O. The product is [C:1]([C:5]1[CH:10]=[CH:9][C:8]([C:11]2[CH:12]=[CH:13][CH:14]=[C:15]3[C:19]=2[CH2:18][C:17]([CH2:21][C:22]24[CH2:23][CH:24]5[CH2:30][CH:28]([CH2:27][CH:26]([CH2:25]5)[CH2:31]2)[CH2:29]4)=[CH:16]3)=[CH:7][CH:6]=1)([CH3:4])([CH3:2])[CH3:3]. The yield is 0.850. The reactants are [C:1]([C:5]1[CH:10]=[CH:9][C:8]([C:11]2[CH:12]=[CH:13][CH:14]=[C:15]3[C:19]=2[C:18](=O)[CH:17]([CH2:21][C:22]24[CH2:31][CH:26]5[CH2:27][CH:28]([CH2:30][CH:24]([CH2:25]5)[CH2:23]2)[CH2:29]4)[CH2:16]3)=[CH:7][CH:6]=1)([CH3:4])([CH3:3])[CH3:2].[BH4-].[Na+].CO.S(=O)(=O)(O)O. (7) The reactants are [NH2:1][C:2]1[CH:10]=[CH:9][C:5]([C:6]([OH:8])=[O:7])=[CH:4][CH:3]=1.[S-:11][C:12]#[N:13].[NH4+].BrBr.O. The catalyst is CO. The product is [NH2:1][C:2]1[CH:10]=[CH:9][C:5]([C:6]([OH:8])=[O:7])=[CH:4][C:3]=1[S:11][C:12]#[N:13]. The yield is 0.530. (8) The reactants are [F:1][C:2]1[C:3]([C:16]2[CH2:17][CH2:18][N:19]([CH:22]3[CH2:25][O:24][CH2:23]3)[CH2:20][CH:21]=2)=[C:4]([NH:8][C:9](=[O:15])[O:10][C:11]([CH3:14])([CH3:13])[CH3:12])[CH:5]=[N:6][CH:7]=1.CCOC(C)=O. The catalyst is CCO.[Pd]. The product is [C:11]([O:10][C:9](=[O:15])[NH:8][C:4]1[CH:5]=[N:6][CH:7]=[C:2]([F:1])[C:3]=1[CH:16]1[CH2:21][CH2:20][N:19]([CH:22]2[CH2:25][O:24][CH2:23]2)[CH2:18][CH2:17]1)([CH3:14])([CH3:12])[CH3:13]. The yield is 0.970. (9) The reactants are FC(F)(F)C1C=C(NC(=O)NC2C=CC(C3SC(CCC(OC)=O)=NC=3)=CC=2)C=CC=1.[NH2:32][C:33]1[CH:38]=[CH:37][C:36]([C:39]2[S:43][C:42]([CH2:44][NH:45][S:46]([C:49]([F:52])([F:51])[F:50])(=[O:48])=[O:47])=[N:41][CH:40]=2)=[CH:35][CH:34]=1.[F:53][C:54]1[CH:55]=[C:56]([N:61]=[C:62]=[O:63])[CH:57]=[C:58]([F:60])[CH:59]=1. No catalyst specified. The product is [F:53][C:54]1[CH:55]=[C:56]([NH:61][C:62](=[O:63])[NH:32][C:33]2[CH:34]=[CH:35][C:36]([C:39]3[S:43][C:42]([CH2:44][NH:45][S:46]([C:49]([F:50])([F:51])[F:52])(=[O:48])=[O:47])=[N:41][CH:40]=3)=[CH:37][CH:38]=2)[CH:57]=[C:58]([F:60])[CH:59]=1. The yield is 0.700. (10) The product is [Cl:9][C:13]1[CH:18]=[C:17]([CH3:19])[NH:16][C:15](=[O:20])[C:14]=1[C:21]#[N:22]. The yield is 0.400. The catalyst is C(Cl)(Cl)Cl. The reactants are P(Cl)(Cl)(Cl)(Cl)Cl.O=P(Cl)(Cl)[Cl:9].O[C:13]1[CH:18]=[C:17]([CH3:19])[NH:16][C:15](=[O:20])[C:14]=1[C:21]#[N:22].[NH4+].[OH-].